Dataset: Reaction yield outcomes from USPTO patents with 853,638 reactions. Task: Predict the reaction yield, written as a fraction of the theoretical maximum amount of product (1.0 means a 100% yield; for example, 0.34 means a 34% yield). (1) The reactants are [Br:1]Br.[Br:3][C:4]1[CH:9]=[CH:8][CH:7]=[CH:6][C:5]=1[CH2:10][CH2:11][C:12]1[CH:13]=[C:14]([C:17]([OH:19])=[O:18])[NH:15][CH:16]=1.O. The catalyst is C(O)(=O)C.CCOC(C)=O. The product is [Br:1][C:16]1[NH:15][C:14]([C:17]([OH:19])=[O:18])=[CH:13][C:12]=1[CH2:11][CH2:10][C:5]1[CH:6]=[CH:7][CH:8]=[CH:9][C:4]=1[Br:3]. The yield is 0.446. (2) The product is [CH:1]1([N:5]2[CH2:10][CH2:9][NH:8][CH2:7][CH2:6]2)[CH2:4][CH2:3][CH2:2]1. The reactants are [CH:1]1([N:5]2[CH2:10][CH2:9][N:8](C(OC(C)(C)C)=O)[CH2:7][CH2:6]2)[CH2:4][CH2:3][CH2:2]1.Cl. The yield is 0.850. The catalyst is C(OCC)(=O)C.CO.O1CCOCC1.